This data is from Catalyst prediction with 721,799 reactions and 888 catalyst types from USPTO. The task is: Predict which catalyst facilitates the given reaction. (1) Reactant: [O:1]=[C:2]1[CH:7]=[C:6]([CH2:8][NH:9][C:10](=[O:16])[O:11][C:12]([CH3:15])([CH3:14])[CH3:13])[CH:5]=[CH:4][NH:3]1.C[Sn](C)(C)[C:19]1[CH:24]=[CH:23][CH:22]=[CH:21][CH:20]=1.[F-].C([N+](CCCC)(CCCC)CCCC)CCC. Product: [O:1]=[C:2]1[CH:7]=[C:6]([CH2:8][NH:9][C:10](=[O:16])[O:11][C:12]([CH3:13])([CH3:15])[CH3:14])[CH:5]=[CH:4][N:3]1[C:19]1[CH:24]=[CH:23][CH:22]=[CH:21][CH:20]=1. The catalyst class is: 221. (2) Reactant: [CH3:1][CH2:2][CH:3]([OH:6])[CH2:4][CH3:5].N1([C:12](N2C=CN=C2)=[O:13])C=CN=C1.CCN(C(C)C)C(C)C.Cl.[Cl:29][C:30]1[C:35]([O:36][CH3:37])=[C:34]([O:38][CH:39]2[CH2:44][CH2:43][NH:42][CH2:41][CH2:40]2)[N:33]=[CH:32][N:31]=1. Product: [CH2:2]([CH:3]([O:6][C:12]([N:42]1[CH2:43][CH2:44][CH:39]([O:38][C:34]2[C:35]([O:36][CH3:37])=[C:30]([Cl:29])[N:31]=[CH:32][N:33]=2)[CH2:40][CH2:41]1)=[O:13])[CH2:4][CH3:5])[CH3:1]. The catalyst class is: 1. (3) Reactant: [CH2:1]([CH:3]([CH2:22][CH2:23][CH2:24][CH3:25])[CH2:4][N:5]1[C:17]2[C:12](=[CH:13][CH:14]=[C:15]3[CH:21]=[CH:20][CH:19]=[CH:18][C:16]3=2)[C:11]2[C:6]1=[CH:7][CH:8]=[CH:9][CH:10]=2)[CH3:2].[F:26][C:27]1[CH:35]=[CH:34][C:30]([C:31](Cl)=[O:32])=[CH:29][CH:28]=1.[Al+3].[Cl-].[Cl-].[Cl-]. Product: [CH2:1]([CH:3]([CH2:22][CH2:23][CH2:24][CH3:25])[CH2:4][N:5]1[C:17]2[C:12](=[CH:13][C:14]([C:31]([C:30]3[CH:34]=[CH:35][C:27]([F:26])=[CH:28][CH:29]=3)=[O:32])=[C:15]3[CH:21]=[CH:20][CH:19]=[CH:18][C:16]3=2)[C:11]2[C:6]1=[CH:7][CH:8]=[CH:9][CH:10]=2)[CH3:2]. The catalyst class is: 2. (4) Reactant: [NH2:1][C:2](=O)[CH2:3][CH2:4][C@@H:5]([NH:17][C:18](=[O:24])[O:19][C:20]([CH3:23])([CH3:22])[CH3:21])[CH2:6][C:7]1[CH:12]=[CH:11][C:10]([C:13]([F:16])([F:15])[F:14])=[CH:9][CH:8]=1.COC1C=CC(P2(SP(C3C=CC(OC)=CC=3)(=S)S2)=[S:35])=CC=1. Product: [NH2:1][C:2](=[S:35])[CH2:3][CH2:4][C@@H:5]([NH:17][C:18](=[O:24])[O:19][C:20]([CH3:23])([CH3:22])[CH3:21])[CH2:6][C:7]1[CH:12]=[CH:11][C:10]([C:13]([F:16])([F:15])[F:14])=[CH:9][CH:8]=1. The catalyst class is: 2. (5) Reactant: [Br:1][C:2]1[CH:3]=[C:4]2[C:9](=O)[NH:8][C:6](=O)[C:5]2=[CH:11][CH:12]=1.CO.Cl. Product: [Br:1][C:2]1[CH:3]=[C:4]2[C:5](=[CH:11][CH:12]=1)[CH2:6][NH:8][CH2:9]2. The catalyst class is: 20. (6) Reactant: [NH:1]([C:17]([O:19][C:20]([CH3:23])([CH3:22])[CH3:21])=[O:18])[C@H:2]([C:14]([OH:16])=[O:15])[CH2:3][C:4](=[O:13])[O:5][CH2:6][C:7]1[CH:12]=[CH:11][CH:10]=[CH:9][CH:8]=1.[C:24]([O-])([O-])=O.[K+].[K+].CI. Product: [NH:1]([C:17]([O:19][C:20]([CH3:23])([CH3:22])[CH3:21])=[O:18])[C@H:2]([C:14]([O:16][CH3:24])=[O:15])[CH2:3][C:4](=[O:13])[O:5][CH2:6][C:7]1[CH:12]=[CH:11][CH:10]=[CH:9][CH:8]=1. The catalyst class is: 3. (7) Reactant: [CH2:1]([O:8][C:9]([N:11]1[CH2:16][CH2:15][N:14]([C:17](=[S:19])[NH2:18])[CH2:13][C@@H:12]1[C:20](=[O:32])[NH:21][CH2:22][C:23]1[CH:28]=[CH:27][C:26]([CH2:29][CH2:30][CH3:31])=[CH:25][CH:24]=1)=[O:10])[C:2]1[CH:7]=[CH:6][CH:5]=[CH:4][CH:3]=1.[C:33]([O:37][C:38](=[O:44])[CH:39](Br)[C:40](=O)[CH3:41])([CH3:36])([CH3:35])[CH3:34]. Product: [CH2:1]([O:8][C:9]([N:11]1[CH2:16][CH2:15][N:14]([C:17]2[S:19][C:39]([C:38]([O:37][C:33]([CH3:36])([CH3:35])[CH3:34])=[O:44])=[C:40]([CH3:41])[N:18]=2)[CH2:13][C@@H:12]1[C:20](=[O:32])[NH:21][CH2:22][C:23]1[CH:28]=[CH:27][C:26]([CH2:29][CH2:30][CH3:31])=[CH:25][CH:24]=1)=[O:10])[C:2]1[CH:7]=[CH:6][CH:5]=[CH:4][CH:3]=1. The catalyst class is: 10.